The task is: Regression. Given two drug SMILES strings and cell line genomic features, predict the synergy score measuring deviation from expected non-interaction effect.. This data is from NCI-60 drug combinations with 297,098 pairs across 59 cell lines. (1) Drug 1: C1=CC(=CC=C1CCC2=CNC3=C2C(=O)NC(=N3)N)C(=O)NC(CCC(=O)O)C(=O)O. Drug 2: CC1=C(C=C(C=C1)NC(=O)C2=CC=C(C=C2)CN3CCN(CC3)C)NC4=NC=CC(=N4)C5=CN=CC=C5. Cell line: OVCAR-5. Synergy scores: CSS=25.1, Synergy_ZIP=0.246, Synergy_Bliss=2.41, Synergy_Loewe=-5.74, Synergy_HSA=1.99. (2) Drug 1: C1CCC(C1)C(CC#N)N2C=C(C=N2)C3=C4C=CNC4=NC=N3. Drug 2: C1CCC(C(C1)N)N.C(=O)(C(=O)[O-])[O-].[Pt+4]. Cell line: A549. Synergy scores: CSS=14.1, Synergy_ZIP=-6.85, Synergy_Bliss=0.603, Synergy_Loewe=-0.251, Synergy_HSA=2.13. (3) Drug 1: C1CCC(C1)C(CC#N)N2C=C(C=N2)C3=C4C=CNC4=NC=N3. Drug 2: CC1=C2C(C(=O)C3(C(CC4C(C3C(C(C2(C)C)(CC1OC(=O)C(C(C5=CC=CC=C5)NC(=O)OC(C)(C)C)O)O)OC(=O)C6=CC=CC=C6)(CO4)OC(=O)C)O)C)O. Cell line: HCT116. Synergy scores: CSS=36.8, Synergy_ZIP=9.46, Synergy_Bliss=5.73, Synergy_Loewe=-37.4, Synergy_HSA=4.18. (4) Drug 1: CN1C2=C(C=C(C=C2)N(CCCl)CCCl)N=C1CCCC(=O)O.Cl. Drug 2: CC1=C(C=C(C=C1)C(=O)NC2=CC(=CC(=C2)C(F)(F)F)N3C=C(N=C3)C)NC4=NC=CC(=N4)C5=CN=CC=C5. Cell line: UO-31. Synergy scores: CSS=-0.432, Synergy_ZIP=-0.362, Synergy_Bliss=-1.23, Synergy_Loewe=-0.460, Synergy_HSA=-1.25.